From a dataset of Full USPTO retrosynthesis dataset with 1.9M reactions from patents (1976-2016). Predict the reactants needed to synthesize the given product. Given the product [CH3:26][C:25]([CH3:28])([O:29][C:30]([NH:31][NH:32][C:4](=[O:5])[C:3]1[CH:7]=[C:8]([N:12]2[C:17](=[O:18])[CH:16]=[C:15]([C:19]([F:20])([F:22])[F:21])[N:14]([CH3:23])[C:13]2=[O:24])[C:9]([F:11])=[CH:10][C:2]=1[Cl:1])=[O:33])[CH3:27], predict the reactants needed to synthesize it. The reactants are: [Cl:1][C:2]1[CH:10]=[C:9]([F:11])[C:8]([N:12]2[C:17](=[O:18])[CH:16]=[C:15]([C:19]([F:22])([F:21])[F:20])[N:14]([CH3:23])[C:13]2=[O:24])=[CH:7][C:3]=1[C:4](Cl)=[O:5].[C:25]([O:29][C:30](=[O:33])[NH:31][NH2:32])([CH3:28])([CH3:27])[CH3:26].